Dataset: Full USPTO retrosynthesis dataset with 1.9M reactions from patents (1976-2016). Task: Predict the reactants needed to synthesize the given product. Given the product [CH2:26]([CH:23]1[CH:24]=[C:7]([C:8]2[CH:13]=[CH:12][CH:11]=[CH:10][CH:9]=2)[C:15]2[CH:20]=[CH:19][CH:18]=[CH:17][C:16]=2[S:21][CH2:22]1)[CH3:27], predict the reactants needed to synthesize it. The reactants are: COCCOC.[C:7]([C:15]1[CH:20]=[CH:19][CH:18]=[CH:17][C:16]=1[S:21][CH2:22][CH:23]([CH2:26][CH3:27])[CH:24]=O)(=O)[C:8]1[CH:13]=[CH:12][CH:11]=[CH:10][CH:9]=1.